Task: Binary Classification. Given a drug SMILES string, predict its activity (active/inactive) in a high-throughput screening assay against a specified biological target.. Dataset: Cav3 T-type calcium channel HTS with 100,875 compounds (1) The molecule is S(=O)(=O)(N1CCN(CC1)C(OCC)=O)c1ccc(cc1)C(=O)NNc1sc2c(n1)c(c(cc2)C)C. The result is 0 (inactive). (2) The compound is O=C(NCC1(CCCC1)c1ccccc1)C(N1CCCC1)C. The result is 0 (inactive).